From a dataset of Reaction yield outcomes from USPTO patents with 853,638 reactions. Predict the reaction yield, written as a fraction of the theoretical maximum amount of product (1.0 means a 100% yield; for example, 0.34 means a 34% yield). (1) The reactants are [CH2:1]([N:8]1[CH2:12][CH2:11][N:10]([C:13]2[S:14][C:15]([C:19]([OH:21])=O)=[C:16]([CH3:18])[N:17]=2)[C:9]1=[O:22])[C:2]1[CH:7]=[CH:6][CH:5]=CC=1.C1(CCN2CCN(C3SC(C(O)=O)=C(C)N=3)C2=O)CC1.[F:43][C:44]1[CH:51]=[CH:50][C:47]([CH2:48][NH2:49])=[CH:46][CH:45]=1. The product is [CH:7]1([CH2:2][CH2:1][N:8]2[CH2:12][CH2:11][N:10]([C:13]3[S:14][C:15]([C:19]([NH:49][CH2:48][C:47]4[CH:50]=[CH:51][C:44]([F:43])=[CH:45][CH:46]=4)=[O:21])=[C:16]([CH3:18])[N:17]=3)[C:9]2=[O:22])[CH2:6][CH2:5]1. The yield is 0.340. No catalyst specified. (2) The reactants are [Si:1]([O:8][C@H:9]([CH2:23][O:24][Si:25]([C:28]([CH3:31])([CH3:30])[CH3:29])([CH3:27])[CH3:26])[C@@H:10]([NH:16][S@](C(C)(C)C)=O)[C:11]1[S:12][CH:13]=[CH:14][N:15]=1)([C:4]([CH3:7])([CH3:6])[CH3:5])([CH3:3])[CH3:2].Cl.C(N(CC)C(C)C)(C)C.[C:42]([O:46][C:47](O[C:47]([O:46][C:42]([CH3:45])([CH3:44])[CH3:43])=[O:48])=[O:48])([CH3:45])([CH3:44])[CH3:43]. The catalyst is C1COCC1. The product is [Si:1]([O:8][C@H:9]([CH2:23][O:24][Si:25]([C:28]([CH3:29])([CH3:30])[CH3:31])([CH3:27])[CH3:26])[C@@H:10]([NH:16][C:47](=[O:48])[O:46][C:42]([CH3:45])([CH3:44])[CH3:43])[C:11]1[S:12][CH:13]=[CH:14][N:15]=1)([C:4]([CH3:6])([CH3:5])[CH3:7])([CH3:2])[CH3:3]. The yield is 0.390. (3) The reactants are [Si]([O:8][CH2:9][C:10]1[C:18]([C:19]2[CH:20]=[N:21][N:22]([CH3:24])[CH:23]=2)=[CH:17][CH:16]=[C:15]2[C:11]=1[CH2:12][CH2:13][N:14]2[C:25]1[C:29]2[CH2:30][N:31]([C:34](=[O:36])[CH3:35])[CH2:32][CH2:33][C:28]=2[N:27]([CH:37]2[CH2:41][CH2:40][O:39][CH2:38]2)[N:26]=1)(C(C)(C)C)(C)C.[F-].C([N+](CCCC)(CCCC)CCCC)CCC. The catalyst is C1COCC1. The product is [OH:8][CH2:9][C:10]1[C:18]([C:19]2[CH:20]=[N:21][N:22]([CH3:24])[CH:23]=2)=[CH:17][CH:16]=[C:15]2[C:11]=1[CH2:12][CH2:13][N:14]2[C:25]1[C:29]2[CH2:30][N:31]([C:34](=[O:36])[CH3:35])[CH2:32][CH2:33][C:28]=2[N:27]([CH:37]2[CH2:41][CH2:40][O:39][CH2:38]2)[N:26]=1. The yield is 0.240. (4) The reactants are [C:1]1(=[O:16])[CH2:15]CCCCCC[CH2:8][CH2:7][CH2:6][CH2:5][CH2:4][CH:3]=[CH:2]1.[C:17](OC(=O)C)(=O)C.C[C:25](=[O:33])[CH:26]=[CH:27]CCCCC.C(OC(=O)CC)(=O)CC. The product is [C:25]([O:16][C:1](=[CH:2][CH:3]([CH3:17])[CH2:4][CH2:5][CH2:6][CH2:7][CH3:8])[CH3:15])(=[O:33])[CH2:26][CH3:27]. No catalyst specified. The yield is 0.830.